From a dataset of Full USPTO retrosynthesis dataset with 1.9M reactions from patents (1976-2016). Predict the reactants needed to synthesize the given product. (1) Given the product [NH2:36][C:35]1[CH:37]=[CH:38][CH:39]=[CH:40][C:34]=1[C:2]1[CH:7]=[CH:6][N:5]2[C:8]([C:11]3[CH:12]=[C:13]([NH:17][C:18]([NH:20][CH2:21][C:22]([F:25])([F:24])[F:23])=[O:19])[CH:14]=[CH:15][CH:16]=3)=[CH:9][N:10]=[C:4]2[CH:3]=1, predict the reactants needed to synthesize it. The reactants are: Cl[C:2]1[CH:7]=[CH:6][N:5]2[C:8]([C:11]3[CH:12]=[C:13]([NH:17][C:18]([NH:20][CH2:21][C:22]([F:25])([F:24])[F:23])=[O:19])[CH:14]=[CH:15][CH:16]=3)=[CH:9][N:10]=[C:4]2[CH:3]=1.CC1(C)C(C)(C)OB([C:34]2[CH:40]=[CH:39][CH:38]=[CH:37][C:35]=2[NH2:36])O1.C(=O)([O-])[O-].[Cs+].[Cs+]. (2) Given the product [Cl:1][C:2]1[CH:3]=[C:4]([NH:23][CH2:24][C:25]2[N:26]=[N:27][N:28]([CH:30]3[CH2:35][CH2:34][N:33]([CH:40]4[CH2:43][CH2:42][CH2:41]4)[CH2:32][CH2:31]3)[CH:29]=2)[CH:5]=[C:6]2[C:11]=1[N:10]=[CH:9][C:8]([C:12]#[N:13])=[C:7]2[NH:14][C:15]1[CH:20]=[CH:19][C:18]([F:21])=[C:17]([Cl:22])[CH:16]=1, predict the reactants needed to synthesize it. The reactants are: [Cl:1][C:2]1[CH:3]=[C:4]([NH:23][CH2:24][C:25]2[N:26]=[N:27][N:28]([CH:30]3[CH2:35][CH2:34][NH:33][CH2:32][CH2:31]3)[CH:29]=2)[CH:5]=[C:6]2[C:11]=1[N:10]=[CH:9][C:8]([C:12]#[N:13])=[C:7]2[NH:14][C:15]1[CH:20]=[CH:19][C:18]([F:21])=[C:17]([Cl:22])[CH:16]=1.ClC(Cl)C.[C:40]1(=O)[CH2:43][CH2:42][CH2:41]1.C(O[BH-](OC(=O)C)OC(=O)C)(=O)C.[Na+]. (3) Given the product [CH3:1][O:2][C:3]([C:5]1[CH:20]=[CH:19][C:8]2[S:9][C:10]3[CH:18]=[CH:17][CH:16]=[CH:15][C:11]=3[C:12]([CH2:23][CH2:24][CH2:25][CH3:26])=[N:13][C:7]=2[CH:6]=1)=[O:4], predict the reactants needed to synthesize it. The reactants are: [CH3:1][O:2][C:3]([C:5]1[CH:20]=[CH:19][C:8]2[S:9][C:10]3[CH:18]=[CH:17][CH:16]=[CH:15][C:11]=3[C:12](Cl)=[N:13][C:7]=2[CH:6]=1)=[O:4].CN1[CH2:26][CH2:25][CH2:24][C:23]1=O.[Cl-].[Mg+2].[Cl-]. (4) Given the product [CH:6]1([CH2:12][NH:1][CH2:2][CH2:3][CH2:4][NH:5][CH2:12][CH:6]2[CH2:11][CH2:10][CH2:9][CH2:8][CH2:7]2)[CH2:11][CH2:10][CH2:9][CH2:8][CH2:7]1, predict the reactants needed to synthesize it. The reactants are: [NH2:1][CH2:2][CH2:3][CH2:4][NH2:5].[CH:6]1([CH:12]=O)[CH2:11][CH2:10][CH2:9][CH2:8][CH2:7]1.[BH4-].[Na+].C([O-])(O)=O.[Na+]. (5) Given the product [CH2:10]([C:6]1[CH:7]=[CH:8][CH:9]=[C:4]([CH2:2][CH3:3])[C:5]=1[NH:12][C:13]([C:15]1[C:19]2[CH2:20][CH2:21][C:22]3[CH:23]=[N:24][C:25]([NH:28][CH:29]4[CH2:30][CH2:31][N:32]([S:46]([CH3:45])(=[O:48])=[O:47])[CH2:33][CH2:34]4)=[N:26][C:27]=3[C:18]=2[N:17]([CH3:35])[N:16]=1)=[O:14])[CH3:11], predict the reactants needed to synthesize it. The reactants are: Cl.[CH2:2]([C:4]1[CH:9]=[CH:8][CH:7]=[C:6]([CH2:10][CH3:11])[C:5]=1[NH:12][C:13]([C:15]1[C:19]2[CH2:20][CH2:21][C:22]3[CH:23]=[N:24][C:25]([NH:28][CH:29]4[CH2:34][CH2:33][NH:32][CH2:31][CH2:30]4)=[N:26][C:27]=3[C:18]=2[N:17]([CH3:35])[N:16]=1)=[O:14])[CH3:3].CCN(C(C)C)C(C)C.[CH3:45][S:46](Cl)(=[O:48])=[O:47]. (6) Given the product [C:2]([C:7]1[S:11][C:10]([CH2:12][N:13]2[N:17]=[C:16]([NH:18][C:31]([C:27]3[N:28]=[CH:29][O:30][C:26]=3[C:22]3[CH:23]=[CH:24][CH:25]=[C:20]([Cl:19])[CH:21]=3)=[O:32])[CH:15]=[N:14]2)=[CH:9][CH:8]=1)(=[O:6])[CH3:1], predict the reactants needed to synthesize it. The reactants are: [CH3:1][C:2]1([C:7]2[S:11][C:10]([CH2:12][N:13]3[N:17]=[C:16]([NH2:18])[CH:15]=[N:14]3)=[CH:9][CH:8]=2)[O:6]CCO1.[Cl:19][C:20]1[CH:21]=[C:22]([C:26]2[O:30][CH:29]=[N:28][C:27]=2[C:31](O)=[O:32])[CH:23]=[CH:24][CH:25]=1. (7) Given the product [CH:6]1([N:5]2[CH2:9][C:10]3([CH2:15][CH2:14][N:13]([C:16]([O:18][C:19]([CH3:22])([CH3:21])[CH3:20])=[O:17])[CH:12]([CH3:23])[CH2:11]3)[O:24][CH2:2][C:3]2=[O:4])[CH2:8][CH2:7]1, predict the reactants needed to synthesize it. The reactants are: Cl[CH2:2][C:3]([N:5]([CH2:9][C:10]1([OH:24])[CH2:15][CH2:14][N:13]([C:16]([O:18][C:19]([CH3:22])([CH3:21])[CH3:20])=[O:17])[CH:12]([CH3:23])[CH2:11]1)[CH:6]1[CH2:8][CH2:7]1)=[O:4].[H-].[Na+].